Dataset: Catalyst prediction with 721,799 reactions and 888 catalyst types from USPTO. Task: Predict which catalyst facilitates the given reaction. (1) Reactant: Cl.[CH3:2][CH:3]1[CH:9]([CH3:10])[CH2:8][N:7]([C:11](=[O:24])[C:12]2[CH:17]=[C:16]([CH3:18])[CH:15]=[CH:14][C:13]=2[N:19]2[N:23]=[CH:22][CH:21]=[N:20]2)[CH2:6][CH2:5][NH:4]1.Cl[C:26]1[N:35]=[CH:34][C:33]2[C:28](=[CH:29][CH:30]=[C:31]([F:36])[CH:32]=2)[N:27]=1.C(N(CC)CC)C.C(=O)([O-])[O-].[K+].[K+]. Product: [CH3:10][CH:9]1[CH:3]([CH3:2])[N:4]([C:26]2[N:35]=[CH:34][C:33]3[C:28](=[CH:29][CH:30]=[C:31]([F:36])[CH:32]=3)[N:27]=2)[CH2:5][CH2:6][N:7]([C:11](=[O:24])[C:12]2[CH:17]=[C:16]([CH3:18])[CH:15]=[CH:14][C:13]=2[N:19]2[N:23]=[CH:22][CH:21]=[N:20]2)[CH2:8]1. The catalyst class is: 11. (2) Reactant: C([Li])CCC.[CH3:6][N:7]1[C:15]2[C:10](=[CH:11][CH:12]=[CH:13][CH:14]=2)[C:9]([C:16]2[CH:21]=[CH:20][CH:19]=[CH:18][CH:17]=2)=[CH:8]1.[C:22]([O:26][CH2:27][CH3:28])(=[O:25])[CH:23]=[O:24].C1(C)C=CC=CC=1. Product: [OH:24][CH:23]([C:8]1[N:7]([CH3:6])[C:15]2[C:10]([C:9]=1[C:16]1[CH:21]=[CH:20][CH:19]=[CH:18][CH:17]=1)=[CH:11][CH:12]=[CH:13][CH:14]=2)[C:22]([O:26][CH2:27][CH3:28])=[O:25]. The catalyst class is: 7. (3) Reactant: [C:1]([O:5][C:6](=[O:19])[N:7]=[C:8]([C:12]1[CH:17]=[CH:16][CH:15]=[C:14]([Br:18])[CH:13]=1)[CH:9]([F:11])[F:10])([CH3:4])([CH3:3])[CH3:2].[CH:20]([Mg]Br)=[CH2:21].[NH4+].[Cl-]. Product: [C:1]([O:5][C:6](=[O:19])[NH:7][C:8]([C:12]1[CH:17]=[CH:16][CH:15]=[C:14]([Br:18])[CH:13]=1)([CH:9]([F:10])[F:11])[CH:20]=[CH2:21])([CH3:4])([CH3:2])[CH3:3]. The catalyst class is: 11. (4) Reactant: [Li:1]CCCC.[CH:6]([NH:9][CH:10]([CH3:12])[CH3:11])([CH3:8])[CH3:7].CO[C:15](=[O:34])[C@@H:16]([NH:26][C:27]([O:29][C:30]([CH3:33])([CH3:32])[CH3:31])=[O:28])[CH2:17][C:18]1[CH:23]=[C:22]([F:24])[CH:21]=[C:20]([F:25])[CH:19]=1.[Cl:35][CH2:36]I. Product: [Li+:1].[CH3:7][CH:6]([N-:9][CH:10]([CH3:12])[CH3:11])[CH3:8].[Cl:35][CH2:36][C:15](=[O:34])[C@@H:16]([NH:26][C:27](=[O:28])[O:29][C:30]([CH3:31])([CH3:32])[CH3:33])[CH2:17][C:18]1[CH:19]=[C:20]([F:25])[CH:21]=[C:22]([F:24])[CH:23]=1. The catalyst class is: 1. (5) Reactant: Cl.[NH2:2][CH2:3][C:4]1[CH:5]=[C:6](B(O)O)[CH:7]=[CH:8][CH:9]=1.Br[C:14]1[CH:22]=[C:21]2[C:17]([CH2:18][CH2:19][CH:20]2[O:23][C:24]2[CH:29]=[CH:28][CH:27]=[CH:26][C:25]=2[CH2:30][C:31]([O:33]C)=[O:32])=[CH:16][CH:15]=1.C(#N)C.[O-]P([O-])([O-])=O.[K+].[K+].[K+]. Product: [NH2:2][CH2:3][C:4]1[CH:5]=[C:6]([C:14]2[CH:22]=[C:21]3[C:17]([CH2:18][CH2:19][CH:20]3[O:23][C:24]3[CH:29]=[CH:28][CH:27]=[CH:26][C:25]=3[CH2:30][C:31]([OH:33])=[O:32])=[CH:16][CH:15]=2)[CH:7]=[CH:8][CH:9]=1. The catalyst class is: 6.